From a dataset of Reaction yield outcomes from USPTO patents with 853,638 reactions. Predict the reaction yield, written as a fraction of the theoretical maximum amount of product (1.0 means a 100% yield; for example, 0.34 means a 34% yield). (1) The yield is 0.920. The catalyst is C(Cl)Cl. The product is [Cl:2][C:3]1[CH:4]=[C:5]([CH:8]=[CH:9][CH:10]=1)[C@H:6]1[O:1][CH2:7]1. The reactants are [OH2:1].[Cl:2][C:3]1[CH:4]=[C:5]([CH:8]=[CH:9][CH:10]=1)[CH:6]=[CH2:7].[OH-].[Na+]. (2) The reactants are [C:1]1([CH2:7][CH2:8][C:9](Cl)=[O:10])[CH:6]=[CH:5][CH:4]=[CH:3][CH:2]=1.[CH2:12]([O:19][C:20](=[O:42])[C:21]([O:25][C:26]1[CH:31]=[CH:30][CH:29]=[C:28]([CH2:32][CH2:33][NH:34][CH2:35][CH2:36][CH2:37][CH2:38][CH2:39][CH2:40][CH3:41])[CH:27]=1)([CH3:24])[CH2:22][CH3:23])[C:13]1[CH:18]=[CH:17][CH:16]=[CH:15][CH:14]=1.CCN(C(C)C)C(C)C. The catalyst is C1(C)C=CC=CC=1. The product is [CH2:12]([O:19][C:20](=[O:42])[C:21]([O:25][C:26]1[CH:31]=[CH:30][CH:29]=[C:28]([CH2:32][CH2:33][N:34]([CH2:35][CH2:36][CH2:37][CH2:38][CH2:39][CH2:40][CH3:41])[C:9](=[O:10])[CH2:8][CH2:7][C:1]2[CH:6]=[CH:5][CH:4]=[CH:3][CH:2]=2)[CH:27]=1)([CH3:24])[CH2:22][CH3:23])[C:13]1[CH:18]=[CH:17][CH:16]=[CH:15][CH:14]=1. The yield is 0.910. (3) The reactants are C(OC([NH:8][C@H:9]([C:11]([NH:13][CH:14]1[N:20]=[C:19]([C:21]2[CH:26]=[CH:25][CH:24]=[CH:23][CH:22]=2)[C:18]2[CH:27]=[CH:28][CH:29]=[CH:30][C:17]=2[N:16]([CH2:31][CH2:32][CH2:33][C:34]([F:37])([F:36])[F:35])[C:15]1=[O:38])=[O:12])[CH3:10])=O)(C)(C)C.C(O)(C(F)(F)F)=O.C(Cl)Cl. No catalyst specified. The product is [NH2:8][C@H:9]([C:11]([NH:13][CH:14]1[N:20]=[C:19]([C:21]2[CH:26]=[CH:25][CH:24]=[CH:23][CH:22]=2)[C:18]2[CH:27]=[CH:28][CH:29]=[CH:30][C:17]=2[N:16]([CH2:31][CH2:32][CH2:33][C:34]([F:37])([F:35])[F:36])[C:15]1=[O:38])=[O:12])[CH3:10]. The yield is 0.680. (4) The reactants are [NH2:1][C:2]1[CH:7]=[CH:6][C:5]([NH2:8])=[CH:4][C:3]=1[S:9]([NH2:12])(=[O:11])=[O:10].ClCCl.[CH3:16][S:17](Cl)(=[O:19])=[O:18]. The catalyst is N1C=CC=CC=1. The product is [NH2:1][C:2]1[CH:7]=[CH:6][C:5]([NH:8][S:17]([CH3:16])(=[O:19])=[O:18])=[CH:4][C:3]=1[S:9]([NH2:12])(=[O:10])=[O:11]. The yield is 0.680. (5) The reactants are [F:1][C:2]1[C:3]([N+:12]([O-:14])=[O:13])=[C:4]([CH:8]=[C:9]([F:11])[CH:10]=1)[C:5]([OH:7])=O.C(Cl)(=O)C(Cl)=O.[Br:21][C:22]1[C:23]([CH3:29])=[C:24]([CH:26]=[CH:27][CH:28]=1)[NH2:25].C([O-])(O)=O.[Na+]. The catalyst is C(Cl)Cl.CN(C=O)C.CO. The product is [Br:21][C:22]1[C:23]([CH3:29])=[C:24]([NH:25][C:5](=[O:7])[C:4]2[CH:8]=[C:9]([F:11])[CH:10]=[C:2]([F:1])[C:3]=2[N+:12]([O-:14])=[O:13])[CH:26]=[CH:27][CH:28]=1. The yield is 0.860.